This data is from Peptide-MHC class II binding affinity with 134,281 pairs from IEDB. The task is: Regression. Given a peptide amino acid sequence and an MHC pseudo amino acid sequence, predict their binding affinity value. This is MHC class II binding data. (1) The peptide sequence is GTSFVYVPSALNPAD. The MHC is DRB1_0901 with pseudo-sequence DRB1_0901. The binding affinity (normalized) is 0.502. (2) The peptide sequence is ALRWNLQMGHSVLPK. The MHC is DRB4_0101 with pseudo-sequence DRB4_0103. The binding affinity (normalized) is 0.378.